The task is: Predict the reactants needed to synthesize the given product.. This data is from Full USPTO retrosynthesis dataset with 1.9M reactions from patents (1976-2016). (1) Given the product [NH:10]1[C:11]2[C:16](=[CH:15][CH:14]=[CH:13][CH:12]=2)[C:8]([N:2]2[CH2:7][CH2:6][N:5]([CH2:18][CH2:19][C:20]3[CH:21]=[C:22]4[C:27](=[CH:28][CH:29]=3)[N:26]([CH3:30])[C:25](=[O:31])[CH2:24][C:23]4([CH3:32])[CH3:33])[CH2:4][CH2:3]2)=[N:9]1, predict the reactants needed to synthesize it. The reactants are: Cl.[N:2]1([C:8]2[C:16]3[C:11](=[CH:12][CH:13]=[CH:14][CH:15]=3)[NH:10][N:9]=2)[CH2:7][CH2:6][NH:5][CH2:4][CH2:3]1.Cl[CH2:18][CH2:19][C:20]1[CH:21]=[C:22]2[C:27](=[CH:28][CH:29]=1)[N:26]([CH3:30])[C:25](=[O:31])[CH2:24][C:23]2([CH3:33])[CH3:32]. (2) Given the product [CH3:1][CH:2]([CH3:21])[CH:3]([NH:9][C:10]1[O:11][C:12]([C:15]2[CH:20]=[CH:19][CH:18]=[CH:17][CH:16]=2)=[N:13][N:14]=1)[C:4]([OH:6])=[O:5], predict the reactants needed to synthesize it. The reactants are: [CH3:1][CH:2]([CH3:21])[CH:3]([NH:9][C:10]1[O:11][C:12]([C:15]2[CH:20]=[CH:19][CH:18]=[CH:17][CH:16]=2)=[N:13][N:14]=1)[C:4]([O:6]CC)=[O:5].[OH-].[Na+]. (3) Given the product [CH2:20]([N:23]([CH2:27][C:28]1[CH:35]=[CH:34][C:31]([CH2:32][NH:12][CH2:11][CH2:10][CH2:9][CH2:8][N:7]([CH2:6][C:2]2[NH:1][CH:5]=[CH:4][N:3]=2)[CH2:13][C:14]2[N:15]([CH3:19])[CH:16]=[CH:17][N:18]=2)=[CH:30][CH:29]=1)[CH2:24][CH2:25][CH3:26])[CH2:21][CH3:22], predict the reactants needed to synthesize it. The reactants are: [NH:1]1[CH:5]=[CH:4][N:3]=[C:2]1[CH2:6][N:7]([CH2:13][C:14]1[N:15]([CH3:19])[CH:16]=[CH:17][N:18]=1)[CH2:8][CH2:9][CH2:10][CH2:11][NH2:12].[CH2:20]([N:23]([CH2:27][C:28]1[CH:35]=[CH:34][C:31]([CH:32]=O)=[CH:30][CH:29]=1)[CH2:24][CH2:25][CH3:26])[CH2:21][CH3:22].C(OC)(OC)OC.[BH4-].[Na+]. (4) Given the product [CH3:1][N:2]1[C:6]([C:7]#[N:9])=[C:5]([C:10]([F:11])([F:12])[F:13])[C:4]([CH3:14])=[N:3]1, predict the reactants needed to synthesize it. The reactants are: [CH3:1][N:2]1[C:6]([C:7]([NH2:9])=O)=[C:5]([C:10]([F:13])([F:12])[F:11])[C:4]([CH3:14])=[N:3]1.C(N(CC)CC)C.ClC(Cl)(Cl)C(Cl)=O. (5) Given the product [CH:1]1([CH2:6][CH:7]([C:18]2[NH:29][C:21]3=[N:22][CH:23]=[C:24]([CH2:31][C:30]([OH:33])=[O:32])[CH:25]=[C:20]3[CH:19]=2)[C:8]2[CH:13]=[CH:12][C:11]([S:14]([CH3:17])(=[O:16])=[O:15])=[CH:10][CH:9]=2)[CH2:5][CH2:4][CH2:3][CH2:2]1, predict the reactants needed to synthesize it. The reactants are: [CH:1]1([CH2:6][CH:7]([C:18]2[NH:29][C:21]3=[N:22][CH:23]=[C:24](CC#N)[CH:25]=[C:20]3[CH:19]=2)[C:8]2[CH:13]=[CH:12][C:11]([S:14]([CH3:17])(=[O:16])=[O:15])=[CH:10][CH:9]=2)[CH2:5][CH2:4][CH2:3][CH2:2]1.[C:30]([OH:33])(=[O:32])[CH3:31]. (6) Given the product [C:7]1([C@H:13]2[C@H:22]([OH:23])[CH2:21][CH2:20][C:19]3[N:18]=[CH:17][CH:16]=[CH:15][C:14]2=3)[CH:8]=[CH:9][CH:10]=[CH:11][CH:12]=1, predict the reactants needed to synthesize it. The reactants are: CC(=C(C)C)C.[C:7]1([C:13]2[C:14]3[CH:15]=[CH:16][CH:17]=[N:18][C:19]=3[CH2:20][CH2:21][CH:22]=2)[CH:12]=[CH:11][CH:10]=[CH:9][CH:8]=1.[OH:23]O.[OH-].[Na+]. (7) Given the product [C:1]([O:5][C:6]([NH:8][C@H:9]1[CH2:13][CH2:12][C:11]([C:18]([OH:21])([CH3:20])[CH3:19])([C:14]([OH:16])=[O:15])[CH2:10]1)=[O:7])([CH3:4])([CH3:2])[CH3:3], predict the reactants needed to synthesize it. The reactants are: [C:1]([O:5][C:6]([NH:8][C@H:9]1[CH2:13][CH2:12][C:11]([C:18]([OH:21])([CH3:20])[CH3:19])([C:14]([O:16]C)=[O:15])[CH2:10]1)=[O:7])([CH3:4])([CH3:3])[CH3:2].CO.O.O.[OH-].[Li+].